This data is from Full USPTO retrosynthesis dataset with 1.9M reactions from patents (1976-2016). The task is: Predict the reactants needed to synthesize the given product. (1) Given the product [NH2:16][C:13]1[CH:14]=[CH:15][C:5]2[N:4]([CH:1]([CH3:3])[CH3:2])[C:10](=[O:11])[CH2:9][CH2:8][CH2:7][C:6]=2[CH:12]=1, predict the reactants needed to synthesize it. The reactants are: [CH:1]([N:4]1[C:10](=[O:11])[CH2:9][CH2:8][CH2:7][C:6]2[CH:12]=[C:13]([N+:16]([O-])=O)[CH:14]=[CH:15][C:5]1=2)([CH3:3])[CH3:2].[H][H]. (2) The reactants are: [N+:1]([CH2:4][CH:5]([NH:16]C(=O)OC(C)(C)C)[C:6]1[CH:11]=[CH:10][CH:9]=[C:8]([C:12]([F:15])([F:14])[F:13])[CH:7]=1)([O-:3])=[O:2].[ClH:24]. Given the product [ClH:24].[N+:1]([CH2:4][CH:5]([C:6]1[CH:11]=[CH:10][CH:9]=[C:8]([C:12]([F:13])([F:14])[F:15])[CH:7]=1)[NH2:16])([O-:3])=[O:2], predict the reactants needed to synthesize it. (3) Given the product [CH3:9][CH:8]([CH3:10])[CH2:7][C@H:6]([O:11][C@@H:12]([C:13]1[CH:18]=[CH:17][C:16]([CH:19]2[CH2:24][CH2:23][CH2:22][N:21]([CH3:25])[CH2:20]2)=[CH:15][CH:14]=1)[C:26]1[CH:31]=[CH:30][CH:29]=[CH:28][CH:27]=1)[C:4]([O:3][CH3:2])=[O:5], predict the reactants needed to synthesize it. The reactants are: [I-].[CH3:2][O:3][C:4]([C@@H:6]([O:11][C@H:12]([C:26]1[CH:31]=[CH:30][CH:29]=[CH:28][CH:27]=1)[C:13]1[CH:18]=[CH:17][C:16]([C:19]2[CH:20]=[N+:21]([CH3:25])[CH:22]=[CH:23][CH:24]=2)=[CH:15][CH:14]=1)[CH2:7][CH:8]([CH3:10])[CH3:9])=[O:5].S(S([O-])=O)([O-])(=O)=O.[Na+].[Na+].CO.C(O)(=O)C. (4) The reactants are: [Cl:1][C:2]1[CH:7]=[CH:6][C:5]([CH:8]([C:38]2[CH:43]=[CH:42][C:41]([Cl:44])=[CH:40][CH:39]=2)[C:9]2[CH:10]=[C:11]3[C:16](=[CH:17][CH:18]=2)[N:15]=[N:14][CH:13]=[C:12]3[NH:19][CH:20]2[CH2:25][CH2:24][N:23]([S:26]([C:29]3[S:33][CH:32]=[C:31]([C:34]([O:36]C)=[O:35])[CH:30]=3)(=[O:28])=[O:27])[CH2:22][CH2:21]2)=[CH:4][CH:3]=1.CO.O1CCCC1.[OH-].[Na+].Cl. Given the product [Cl:1][C:2]1[CH:3]=[CH:4][C:5]([CH:8]([C:38]2[CH:39]=[CH:40][C:41]([Cl:44])=[CH:42][CH:43]=2)[C:9]2[CH:10]=[C:11]3[C:16](=[CH:17][CH:18]=2)[N:15]=[N:14][CH:13]=[C:12]3[NH:19][CH:20]2[CH2:25][CH2:24][N:23]([S:26]([C:29]3[S:33][CH:32]=[C:31]([C:34]([OH:36])=[O:35])[CH:30]=3)(=[O:27])=[O:28])[CH2:22][CH2:21]2)=[CH:6][CH:7]=1, predict the reactants needed to synthesize it. (5) Given the product [OH:3][CH:1]([C:4]1[CH:9]=[CH:8][C:7]([N:10]2[C:15](=[O:16])[C:14]([CH2:17][C:18]3[CH:23]=[CH:22][C:21]([C:24]4[C:25]([C:30]#[N:31])=[CH:26][CH:27]=[CH:28][CH:29]=4)=[CH:20][CH:19]=3)=[C:13]([CH2:32][CH2:33][CH3:34])[N:12]=[C:11]2[CH3:35])=[CH:6][CH:5]=1)[CH3:2], predict the reactants needed to synthesize it. The reactants are: [C:1]([C:4]1[CH:9]=[CH:8][C:7]([N:10]2[C:15](=[O:16])[C:14]([CH2:17][C:18]3[CH:23]=[CH:22][C:21]([C:24]4[C:25]([C:30]#[N:31])=[CH:26][CH:27]=[CH:28][CH:29]=4)=[CH:20][CH:19]=3)=[C:13]([CH2:32][CH2:33][CH3:34])[N:12]=[C:11]2[CH3:35])=[CH:6][CH:5]=1)(=[O:3])[CH3:2].C(OCC)(=O)C.O. (6) The reactants are: [CH3:1][C:2]1([CH3:9])[C:6]([CH3:8])([CH3:7])[O:5][BH:4][O:3]1.Br[C:11]1[CH:19]=[CH:18][CH:17]=[C:16]2[C:12]=1[CH:13]=[C:14]([C:20]#[N:21])[NH:15]2.C(N(CC)CC)C.C1(P(C2CCCCC2)C2C=CC=CC=2C2C=CC=CC=2)CCCCC1. Given the product [CH3:1][C:2]1([CH3:9])[C:6]([CH3:8])([CH3:7])[O:5][B:4]([C:11]2[CH:19]=[CH:18][CH:17]=[C:16]3[C:12]=2[CH:13]=[C:14]([C:20]#[N:21])[NH:15]3)[O:3]1, predict the reactants needed to synthesize it. (7) Given the product [Cl:1][C:2]1[C:7]([O:8][CH2:9][C:10]([F:12])([F:13])[F:11])=[N:6][CH:5]=[C:4]([CH:3]=1)[CH:14]=[O:15], predict the reactants needed to synthesize it. The reactants are: [Cl:1][C:2]1[CH:3]=[C:4]([CH2:14][OH:15])[CH:5]=[N:6][C:7]=1[O:8][CH2:9][C:10]([F:13])([F:12])[F:11]. (8) The reactants are: Br[CH2:2][CH2:3][CH2:4][CH2:5][CH2:6][CH2:7][CH2:8][CH2:9][CH2:10][CH2:11][CH2:12][C:13]([O:15][CH3:16])=[O:14].[Na+].[CH3:18][S:19]([O-:21])=[O:20].[Na+].[I-]. Given the product [CH3:18][S:19]([CH2:2][CH2:3][CH2:4][CH2:5][CH2:6][CH2:7][CH2:8][CH2:9][CH2:10][CH2:11][CH2:12][C:13]([O:15][CH3:16])=[O:14])(=[O:21])=[O:20], predict the reactants needed to synthesize it. (9) Given the product [Br:15][C:16]1[C:21](=[O:22])[N:20]([CH2:23][C:24]2[CH:29]=[CH:28][C:27]([O:30][CH3:31])=[CH:26][CH:25]=2)[N:19]=[C:18]([O:32][CH2:44][C@H:42]2[CH2:43][C@@H:41]2[C:38]2[CH:37]=[CH:36][C:35]([O:34][CH3:33])=[CH:40][N:39]=2)[CH:17]=1, predict the reactants needed to synthesize it. The reactants are: CC(OC(/N=N/C(OC(C)C)=O)=O)C.[Br:15][C:16]1[C:21](=[O:22])[N:20]([CH2:23][C:24]2[CH:29]=[CH:28][C:27]([O:30][CH3:31])=[CH:26][CH:25]=2)[NH:19][C:18](=[O:32])[CH:17]=1.[CH3:33][O:34][C:35]1[CH:36]=[CH:37][C:38]([C@H:41]2[CH2:43][C@@H:42]2[CH2:44]O)=[N:39][CH:40]=1.C1C=CC(P(C2C=CC=CC=2)C2C=CC=CC=2)=CC=1.